This data is from Forward reaction prediction with 1.9M reactions from USPTO patents (1976-2016). The task is: Predict the product of the given reaction. Given the reactants [CH:1]1([CH:7]([OH:32])[CH:8]([C:25]2[CH:30]=[CH:29][CH:28]=[CH:27][C:26]=2[F:31])[CH2:9][CH2:10][N:11]2[CH2:16][CH2:15][N:14]([C:17]3[CH:22]=[CH:21][CH:20]=[CH:19][C:18]=3[O:23][CH3:24])[CH2:13][CH2:12]2)[CH2:6][CH2:5][CH2:4][CH2:3][CH2:2]1.[O-:33][C:34]#[N:35].[K+].FC(F)(F)C(O)=O, predict the reaction product. The product is: [NH2:35][C:34]([O:32][CH:7]([CH:1]1[CH2:6][CH2:5][CH2:4][CH2:3][CH2:2]1)[CH:8]([C:25]1[CH:30]=[CH:29][CH:28]=[CH:27][C:26]=1[F:31])[CH2:9][CH2:10][N:11]1[CH2:16][CH2:15][N:14]([C:17]2[CH:22]=[CH:21][CH:20]=[CH:19][C:18]=2[O:23][CH3:24])[CH2:13][CH2:12]1)=[O:33].